Dataset: Forward reaction prediction with 1.9M reactions from USPTO patents (1976-2016). Task: Predict the product of the given reaction. (1) Given the reactants [Cl:1][C:2]1[C:3]([CH3:25])=[C:4]([CH:22]=[CH:23][CH:24]=1)[O:5][C:6]1[N:11]=[C:10]([O:12][C:13]2[C:18]([CH3:19])=[CH:17][C:16]([NH2:20])=[C:15]([CH3:21])[CH:14]=2)[CH:9]=[CH:8][N:7]=1.CO.CO[CH:30](OC)[N:31]([CH3:34])[CH2:32][CH3:33], predict the reaction product. The product is: [Cl:1][C:2]1[C:3]([CH3:25])=[C:4]([CH:22]=[CH:23][CH:24]=1)[O:5][C:6]1[N:11]=[C:10]([O:12][C:13]2[C:18]([CH3:19])=[CH:17][C:16]([N:20]=[CH:30][N:31]([CH2:32][CH3:33])[CH3:34])=[C:15]([CH3:21])[CH:14]=2)[CH:9]=[CH:8][N:7]=1. (2) Given the reactants [Br:1][C:2]1[S:6][C:5]2[CH2:7][CH2:8][CH2:9][C:10]3([C:14](=[O:15])[NH:13][C:12](=[S:16])[NH:11]3)[C:4]=2[CH:3]=1.[H-].[Na+].[CH2:19](Br)[C:20]1[CH:25]=[CH:24][CH:23]=[CH:22][CH:21]=1, predict the reaction product. The product is: [CH2:19]([N:13]1[C:14](=[O:15])[C:10]2([C:4]3[CH:3]=[C:2]([Br:1])[S:6][C:5]=3[CH2:7][CH2:8][CH2:9]2)[N:11]=[C:12]1[S:16][CH2:3][C:4]1[CH:10]=[CH:9][CH:8]=[CH:7][CH:5]=1)[C:20]1[CH:25]=[CH:24][CH:23]=[CH:22][CH:21]=1.